This data is from Full USPTO retrosynthesis dataset with 1.9M reactions from patents (1976-2016). The task is: Predict the reactants needed to synthesize the given product. (1) Given the product [C:1]([NH:4][C:5]1[C:6]([N+:15]([O-:17])=[O:16])=[C:7]([CH:11]=[CH:12][C:13]=1[CH3:14])[C:8]([OH:10])=[O:9])(=[O:3])[CH3:2], predict the reactants needed to synthesize it. The reactants are: [C:1]([NH:4][C:5]1[CH:6]=[C:7]([CH:11]=[CH:12][C:13]=1[CH3:14])[C:8]([OH:10])=[O:9])(=[O:3])[CH3:2].[N+:15]([O-])([OH:17])=[O:16]. (2) Given the product [Cl:22][C:7]1[C:5]2[N:6]=[C:2]([NH:1][CH2:24][CH:25]3[CH2:30][CH2:29][CH2:28][CH2:27][CH2:26]3)[S:3][C:4]=2[CH:10]=[C:9]([O:11][C:12]2[CH:17]=[CH:16][N:15]=[C:14]([C:18]([NH:20][CH3:21])=[O:19])[CH:13]=2)[CH:8]=1, predict the reactants needed to synthesize it. The reactants are: [NH2:1][C:2]1[S:3][C:4]2[CH:10]=[C:9]([O:11][C:12]3[CH:17]=[CH:16][N:15]=[C:14]([C:18]([NH:20][CH3:21])=[O:19])[CH:13]=3)[CH:8]=[C:7]([Cl:22])[C:5]=2[N:6]=1.Br[CH2:24][CH:25]1[CH2:30][CH2:29][CH2:28][CH2:27][CH2:26]1.C(=O)([O-])[O-].[K+].[K+]. (3) Given the product [C:22]([O:26][C:27](=[O:40])[N:28]([CH3:29])[C:30]1[C:31]2[N:32]([C:36]([C:7]3[CH:6]=[CH:5][N:4]=[C:3]([S:2][CH3:1])[N:8]=3)=[CH:37][N:38]=2)[CH:33]=[CH:34][N:35]=1)([CH3:25])([CH3:24])[CH3:23], predict the reactants needed to synthesize it. The reactants are: [CH3:1][S:2][C:3]1[N:8]=[C:7]([Sn](CCCC)(CCCC)CCCC)[CH:6]=[CH:5][N:4]=1.[C:22]([O:26][C:27](=[O:40])[N:28]([C:30]1[C:31]2[N:32]([C:36](Br)=[CH:37][N:38]=2)[CH:33]=[CH:34][N:35]=1)[CH3:29])([CH3:25])([CH3:24])[CH3:23]. (4) Given the product [CH3:13][N:14]([CH3:15])[C:3](=[O:2])[CH2:4][C:5](=[O:8])[CH2:6][CH3:7], predict the reactants needed to synthesize it. The reactants are: C[O:2][C:3](=O)[CH2:4][C:5](=[O:8])[CH2:6][CH3:7].C(O)C.[CH3:13][NH:14][CH3:15]. (5) Given the product [NH2:84][CH:76]([C:77]1[CH:82]=[CH:81][CH:80]=[C:79]([CH3:83])[N:78]=1)[CH2:75][N:52]1[C:53](=[O:74])[C:54]2[C:58]3([O:57][CH2:56][C:55]=2[N:50]([CH2:49][C:48]2[C:93]([C:97]([F:99])([F:100])[F:98])=[CH:94][CH:95]=[CH:96][C:47]=2[F:46])[C:51]1=[O:92])[CH2:59][CH2:60][N:61]([CH2:64][C:65]1[O:66][C:67]([C:70]([F:71])([F:72])[F:73])=[CH:68][CH:69]=1)[CH2:62][CH2:63]3, predict the reactants needed to synthesize it. The reactants are: N[C@H](C1C=CC=CC=1)CN1C(=O)C2C3(CCC=2N(CC2C(C(F)(F)F)=CC=CC=2F)C1=O)CCN(CC1C=CC=C(Cl)C=1)CC3.[F:46][C:47]1[CH:96]=[CH:95][CH:94]=[C:93]([C:97]([F:100])([F:99])[F:98])[C:48]=1[CH2:49][N:50]1[C:55]2[CH2:56][O:57][C:58]3([CH2:63][CH2:62][N:61]([CH2:64][C:65]4[O:66][C:67]([C:70]([F:73])([F:72])[F:71])=[CH:68][CH:69]=4)[CH2:60][CH2:59]3)[C:54]=2[C:53](=[O:74])[N:52]([CH2:75][CH:76]([NH:84]C(=O)OC(C)(C)C)[C:77]2[CH:82]=[CH:81][CH:80]=[C:79]([CH3:83])[N:78]=2)[C:51]1=[O:92]. (6) Given the product [CH3:13][C:10]1[N:9]=[C:8]([C:5]2[N:4]=[N:3][C:2]([N:14]3[CH2:19][CH2:18][C:17]4([CH2:23][C:22]5[CH:24]=[CH:25][CH:26]=[CH:27][C:21]=5[O:20]4)[CH2:16][CH2:15]3)=[CH:7][CH:6]=2)[O:12][N:11]=1, predict the reactants needed to synthesize it. The reactants are: Cl[C:2]1[N:3]=[N:4][C:5]([C:8]2[O:12][N:11]=[C:10]([CH3:13])[N:9]=2)=[CH:6][CH:7]=1.[NH:14]1[CH2:19][CH2:18][C:17]2([CH2:23][C:22]3[CH:24]=[CH:25][CH:26]=[CH:27][C:21]=3[O:20]2)[CH2:16][CH2:15]1.C(=O)([O-])[O-].[K+].[K+].